From a dataset of Full USPTO retrosynthesis dataset with 1.9M reactions from patents (1976-2016). Predict the reactants needed to synthesize the given product. (1) Given the product [Cl:21][C:22]1[N:23]=[CH:24][C:25]([C:26]([NH:19][C:9]2[C:8]([NH:7][C:6](=[O:20])[O:5][C:1]([CH3:4])([CH3:2])[CH3:3])=[CH:12][N:11]([C:13]3[CH:14]=[CH:15][CH:16]=[CH:17][CH:18]=3)[N:10]=2)=[O:27])=[CH:29][CH:30]=1, predict the reactants needed to synthesize it. The reactants are: [C:1]([O:5][C:6](=[O:20])[NH:7][C:8]1[C:9]([NH2:19])=[N:10][N:11]([C:13]2[CH:18]=[CH:17][CH:16]=[CH:15][CH:14]=2)[CH:12]=1)([CH3:4])([CH3:3])[CH3:2].[Cl:21][C:22]1[CH:30]=[CH:29][C:25]([C:26](Cl)=[O:27])=[CH:24][N:23]=1. (2) Given the product [Cl:1][C:2]1[CH:7]=[CH:6][CH:5]=[CH:4][C:3]=1[C:8]1[CH:9]=[CH:10][C:11]([O:14][CH2:28][C@H:29]2[O:34][CH2:33][CH2:32][N:31]([C:35]([O:37][C:38]([CH3:39])([CH3:41])[CH3:40])=[O:36])[CH2:30]2)=[CH:12][CH:13]=1, predict the reactants needed to synthesize it. The reactants are: [Cl:1][C:2]1[CH:7]=[CH:6][CH:5]=[CH:4][C:3]=1[C:8]1[CH:13]=[CH:12][C:11]([OH:14])=[CH:10][CH:9]=1.[H-].[Na+].S(O[CH2:28][C@H:29]1[O:34][CH2:33][CH2:32][N:31]([C:35]([O:37][C:38]([CH3:41])([CH3:40])[CH3:39])=[O:36])[CH2:30]1)(C1C=CC(C)=CC=1)(=O)=O. (3) Given the product [CH3:15][O:14][CH2:13][C@H:11]1[CH2:12][N:8]([C:6]([O:5][C:1]([CH3:4])([CH3:2])[CH3:3])=[O:7])[C@H:9]([C:16]2[NH:20][C:19]3[C:21]4[C:26]([CH:27]=[CH:28][C:18]=3[N:17]=2)=[CH:25][C:24]2[C:29]3[C:34]([CH2:35][O:36][C:23]=2[CH:22]=4)=[CH:33][C:32]([B:38]2[O:42][C:41]([CH3:44])([CH3:43])[C:40]([CH3:46])([CH3:45])[O:39]2)=[CH:31][CH:30]=3)[CH2:10]1, predict the reactants needed to synthesize it. The reactants are: [C:1]([O:5][C:6]([N:8]1[CH2:12][C@H:11]([CH2:13][O:14][CH3:15])[CH2:10][C@H:9]1[C:16]1[NH:20][C:19]2[C:21]3[C:26]([CH:27]=[CH:28][C:18]=2[N:17]=1)=[CH:25][C:24]1[C:29]2[C:34]([CH2:35][O:36][C:23]=1[CH:22]=3)=[CH:33][C:32](Cl)=[CH:31][CH:30]=2)=[O:7])([CH3:4])([CH3:3])[CH3:2].[B:38]1([B:38]2[O:42][C:41]([CH3:44])([CH3:43])[C:40]([CH3:46])([CH3:45])[O:39]2)[O:42][C:41]([CH3:44])([CH3:43])[C:40]([CH3:46])([CH3:45])[O:39]1.C([O-])(=O)C.[K+].C1(P(C2CCCCC2)C2C=CC=CC=2C2C(CCC)=CC(CCC)=CC=2CCC)CCCCC1. (4) Given the product [C:1]([O:5][C:6]([NH:8][CH2:9][CH2:10][N:11]1[C:19]2[C:14](=[CH:15][CH:16]=[C:17]([C:20]([O:22][CH3:23])=[O:21])[CH:18]=2)[C:13]([CH:24]2[CH2:29][CH2:28][CH2:27][CH2:26][CH2:25]2)=[C:12]1[C:30]1[CH:35]=[CH:34][CH:33]=[CH:32][C:31]=1[CH2:36][OH:37])=[O:7])([CH3:4])([CH3:2])[CH3:3], predict the reactants needed to synthesize it. The reactants are: [C:1]([O:5][C:6]([NH:8][CH2:9][CH2:10][N:11]1[C:19]2[C:14](=[CH:15][CH:16]=[C:17]([C:20]([O:22][CH3:23])=[O:21])[CH:18]=2)[C:13]([CH:24]2[CH2:29][CH2:28][CH2:27][CH2:26][CH2:25]2)=[C:12]1[C:30]1[CH:35]=[CH:34][CH:33]=[CH:32][C:31]=1[CH:36]=[O:37])=[O:7])([CH3:4])([CH3:3])[CH3:2].[H-].Cl. (5) Given the product [CH3:1][C:2]12[CH2:8][CH:7]3[CH2:9][CH:5]([C:6]3([CH3:10])[CH3:11])[CH:4]1[CH:3]2[C:12]([OH:14])=[O:13], predict the reactants needed to synthesize it. The reactants are: [CH3:1][C:2]12[CH2:8][CH:7]3[CH2:9][CH:5]([C:6]3([CH3:11])[CH3:10])[CH:4]1[CH:3]2[C:12]([O:14]CC)=[O:13].C[C@@]12[C@@H](C(OCC)=O)C1C[C@@H]1[C@@H](C1(C)C)C2. (6) Given the product [C:21]([C:5]([C:11]1[CH:16]=[CH:15][C:14]([O:17][CH3:18])=[C:13]([O:19][CH3:20])[CH:12]=1)([C:6]([O:8][CH2:9][CH3:10])=[O:7])[CH2:4][CH2:3][CH2:2][N:24]([CH3:23])[CH2:25][CH2:26][C:27]1[CH:28]=[C:29]([CH:34]=[CH:35][CH:36]=1)[C:30]([O:32][CH3:33])=[O:31])#[N:22], predict the reactants needed to synthesize it. The reactants are: Br[CH2:2][CH2:3][CH2:4][C:5]([C:21]#[N:22])([C:11]1[CH:16]=[CH:15][C:14]([O:17][CH3:18])=[C:13]([O:19][CH3:20])[CH:12]=1)[C:6]([O:8][CH2:9][CH3:10])=[O:7].[CH3:23][NH:24][CH2:25][CH2:26][C:27]1[CH:28]=[C:29]([CH:34]=[CH:35][CH:36]=1)[C:30]([O:32][CH3:33])=[O:31].